This data is from NCI-60 drug combinations with 297,098 pairs across 59 cell lines. The task is: Regression. Given two drug SMILES strings and cell line genomic features, predict the synergy score measuring deviation from expected non-interaction effect. (1) Drug 1: C1CC(C1)(C(=O)O)C(=O)O.[NH2-].[NH2-].[Pt+2]. Drug 2: CNC(=O)C1=NC=CC(=C1)OC2=CC=C(C=C2)NC(=O)NC3=CC(=C(C=C3)Cl)C(F)(F)F. Cell line: HS 578T. Synergy scores: CSS=1.21, Synergy_ZIP=-0.749, Synergy_Bliss=0.444, Synergy_Loewe=-1.22, Synergy_HSA=-0.844. (2) Cell line: UACC-257. Drug 2: C1=NC2=C(N1)C(=S)N=CN2. Drug 1: CN(C)N=NC1=C(NC=N1)C(=O)N. Synergy scores: CSS=1.25, Synergy_ZIP=-2.70, Synergy_Bliss=-11.9, Synergy_Loewe=-40.3, Synergy_HSA=-17.1. (3) Drug 1: CC1=C2C(C(=O)C3(C(CC4C(C3C(C(C2(C)C)(CC1OC(=O)C(C(C5=CC=CC=C5)NC(=O)C6=CC=CC=C6)O)O)OC(=O)C7=CC=CC=C7)(CO4)OC(=O)C)O)C)OC(=O)C. Drug 2: C1CCC(C(C1)N)N.C(=O)(C(=O)[O-])[O-].[Pt+4]. Cell line: HS 578T. Synergy scores: CSS=68.0, Synergy_ZIP=9.01, Synergy_Bliss=7.71, Synergy_Loewe=9.39, Synergy_HSA=10.7. (4) Drug 1: CC12CCC(CC1=CCC3C2CCC4(C3CC=C4C5=CN=CC=C5)C)O. Drug 2: CC(CN1CC(=O)NC(=O)C1)N2CC(=O)NC(=O)C2. Cell line: SK-MEL-5. Synergy scores: CSS=23.6, Synergy_ZIP=-4.27, Synergy_Bliss=2.52, Synergy_Loewe=-0.0922, Synergy_HSA=0.564. (5) Drug 1: CN(C)N=NC1=C(NC=N1)C(=O)N. Drug 2: CC1CCC2CC(C(=CC=CC=CC(CC(C(=O)C(C(C(=CC(C(=O)CC(OC(=O)C3CCCCN3C(=O)C(=O)C1(O2)O)C(C)CC4CCC(C(C4)OC)OCCO)C)C)O)OC)C)C)C)OC. Cell line: 786-0. Synergy scores: CSS=4.97, Synergy_ZIP=-6.49, Synergy_Bliss=-10.2, Synergy_Loewe=-20.5, Synergy_HSA=-9.75.